From a dataset of Acute oral toxicity (LD50) regression data from Zhu et al.. Regression/Classification. Given a drug SMILES string, predict its toxicity properties. Task type varies by dataset: regression for continuous values (e.g., LD50, hERG inhibition percentage) or binary classification for toxic/non-toxic outcomes (e.g., AMES mutagenicity, cardiotoxicity, hepatotoxicity). Dataset: ld50_zhu. (1) The compound is COCCN(C(=O)CCl)c1c(C)cccc1C. The rat oral LD50 is 2.20, given as -log10 of the dose in mol/kg body weight (higher means more acutely toxic). (2) The molecule is CCOP(=O)(CC)SC. The rat oral LD50 is 4.56, given as -log10 of the dose in mol/kg body weight (higher means more acutely toxic). (3) The drug is COP(=O)(SC)SC. The rat oral LD50 is 3.82, given as -log10 of the dose in mol/kg body weight (higher means more acutely toxic). (4) The compound is O=C(O)CCCCCCl. The rat oral LD50 is 1.69, given as -log10 of the dose in mol/kg body weight (higher means more acutely toxic). (5) The compound is CCc1cccc(CC)c1N(CC(=O)O)C(=O)CCl. The rat oral LD50 is 2.09, given as -log10 of the dose in mol/kg body weight (higher means more acutely toxic). (6) The compound is C#CCOc1ccccc1OC(=O)NC. The rat oral LD50 is 3.41, given as -log10 of the dose in mol/kg body weight (higher means more acutely toxic). (7) The rat oral LD50 is 2.28, given as -log10 of the dose in mol/kg body weight (higher means more acutely toxic). The compound is CCCCOC(=S)SC(=S)OCCCC. (8) The molecule is CCCCCC(=O)O. The rat oral LD50 is 1.59, given as -log10 of the dose in mol/kg body weight (higher means more acutely toxic). (9) The drug is ClC1CC(Cl)C(Cl)C1Cl. The rat oral LD50 is 2.35, given as -log10 of the dose in mol/kg body weight (higher means more acutely toxic). (10) The molecule is CI. The rat oral LD50 is 3.27, given as -log10 of the dose in mol/kg body weight (higher means more acutely toxic).